This data is from Peptide-MHC class I binding affinity with 185,985 pairs from IEDB/IMGT. The task is: Regression. Given a peptide amino acid sequence and an MHC pseudo amino acid sequence, predict their binding affinity value. This is MHC class I binding data. (1) The peptide sequence is QRNGRIDRY. The MHC is HLA-B08:01 with pseudo-sequence HLA-B08:01. The binding affinity (normalized) is 0.0847. (2) The peptide sequence is HPALVFDITK. The MHC is HLA-A02:02 with pseudo-sequence HLA-A02:02. The binding affinity (normalized) is 0.00534. (3) The peptide sequence is YTFCRLNVK. The MHC is HLA-A02:01 with pseudo-sequence HLA-A02:01. The binding affinity (normalized) is 0.136. (4) The peptide sequence is YERMCNIL. The MHC is HLA-B18:01 with pseudo-sequence HLA-B18:01. The binding affinity (normalized) is 0.401. (5) The peptide sequence is HINDQKFDDV. The MHC is HLA-A02:03 with pseudo-sequence HLA-A02:03. The binding affinity (normalized) is 0.348. (6) The MHC is Mamu-B8301 with pseudo-sequence Mamu-B8301. The binding affinity (normalized) is 0. The peptide sequence is APRTLVYLL.